Task: Regression. Given a peptide amino acid sequence and an MHC pseudo amino acid sequence, predict their binding affinity value. This is MHC class II binding data.. Dataset: Peptide-MHC class II binding affinity with 134,281 pairs from IEDB (1) The peptide sequence is QGEPGAVIRGKKGAG. The MHC is DRB3_0202 with pseudo-sequence DRB3_0202. The binding affinity (normalized) is 0. (2) The peptide sequence is IKRIHEYKRQLMNIL. The MHC is HLA-DPA10301-DPB10402 with pseudo-sequence HLA-DPA10301-DPB10402. The binding affinity (normalized) is 0.826. (3) The peptide sequence is GTSFVYVPSALNPAD. The MHC is DRB1_0802 with pseudo-sequence DRB1_0802. The binding affinity (normalized) is 0.380. (4) The peptide sequence is AEHQAIVRDVLAASD. The MHC is HLA-DQA10501-DQB10301 with pseudo-sequence HLA-DQA10501-DQB10301. The binding affinity (normalized) is 0.217. (5) The peptide sequence is RCWLIKNNSYLNISD. The MHC is DRB1_0101 with pseudo-sequence DRB1_0101. The binding affinity (normalized) is 0.823. (6) The peptide sequence is ADLDSGAVIAARDPH. The MHC is HLA-DQA10501-DQB10301 with pseudo-sequence HLA-DQA10501-DQB10301. The binding affinity (normalized) is 0.469. (7) The peptide sequence is LVNSSQPWEPLQLHV. The MHC is DRB1_0101 with pseudo-sequence DRB1_0101. The binding affinity (normalized) is 0.290. (8) The peptide sequence is QTNGPWMQVPLEVKR. The MHC is DRB1_1301 with pseudo-sequence DRB1_1301. The binding affinity (normalized) is 0. (9) The peptide sequence is PLSWSKEIYNYMEPY. The MHC is HLA-DPA10103-DPB10201 with pseudo-sequence HLA-DPA10103-DPB10201. The binding affinity (normalized) is 0.405.